This data is from CYP1A2 inhibition data for predicting drug metabolism from PubChem BioAssay. The task is: Regression/Classification. Given a drug SMILES string, predict its absorption, distribution, metabolism, or excretion properties. Task type varies by dataset: regression for continuous measurements (e.g., permeability, clearance, half-life) or binary classification for categorical outcomes (e.g., BBB penetration, CYP inhibition). Dataset: cyp1a2_veith. (1) The molecule is Cc1ccc2c(c1)c1c3n2CCN[C@H]3CCC1. The result is 1 (inhibitor). (2) The molecule is COc1cccc(Sc2cc(N3CCOCC3)nc(-c3ccccc3)n2)c1. The result is 1 (inhibitor). (3) The drug is Cc1ccccc1C(=O)NN(C)c1nc2ccccc2nc1C(F)(F)F. The result is 0 (non-inhibitor). (4) The drug is CN(C)CCCOc1ccc(NC2c3ccccc3CSc3ccccc32)cc1.O=C(O)C(=O)O. The result is 0 (non-inhibitor).